This data is from Forward reaction prediction with 1.9M reactions from USPTO patents (1976-2016). The task is: Predict the product of the given reaction. (1) Given the reactants [C:1]([O:5][C:6]([N:8]1[CH2:13][CH2:12][CH:11]([C:14](=O)[C:15]2[CH:20]=[CH:19][CH:18]=[C:17]([C:21]([F:24])([F:23])[F:22])[C:16]=2[F:25])[CH2:10][CH2:9]1)=[O:7])([CH3:4])([CH3:3])[CH3:2].Cl.[NH2:28][OH:29].N1C=CC=CC=1.O, predict the reaction product. The product is: [C:1]([O:5][C:6]([N:8]1[CH2:13][CH2:12][CH:11]([C:14]([C:15]2[CH:20]=[CH:19][CH:18]=[C:17]([C:21]([F:24])([F:23])[F:22])[C:16]=2[F:25])=[N:28][OH:29])[CH2:10][CH2:9]1)=[O:7])([CH3:4])([CH3:3])[CH3:2]. (2) The product is: [Cl:1][C:2]1[CH:3]=[C:4]([CH:20]=[CH:21][CH:22]=1)[CH2:5][O:6][C:7]1[CH:16]=[C:15]2[C:10]([CH:11]=[C:12]([C:17]([NH:32][CH2:31][CH2:30][NH:29][C:28](=[O:33])[O:27][C:23]([CH3:25])([CH3:24])[CH3:26])=[O:18])[CH:13]=[N:14]2)=[CH:9][CH:8]=1. Given the reactants [Cl:1][C:2]1[CH:3]=[C:4]([CH:20]=[CH:21][CH:22]=1)[CH2:5][O:6][C:7]1[CH:16]=[C:15]2[C:10]([CH:11]=[C:12]([C:17](Cl)=[O:18])[CH:13]=[N:14]2)=[CH:9][CH:8]=1.[C:23]([O:27][C:28](=[O:33])[NH:29][CH2:30][CH2:31][NH2:32])([CH3:26])([CH3:25])[CH3:24].C(N(CC)CC)C, predict the reaction product. (3) Given the reactants [C:1]([C:3]1[N:8]=[C:7]([CH3:9])[N:6]=[C:5]([O:10][C:11]2[CH:16]=[CH:15][C:14]([CH2:17][S:18]([N:21]([CH3:29])[C:22](=[O:28])[O:23][C:24]([CH3:27])([CH3:26])[CH3:25])(=[O:20])=[O:19])=[CH:13][CH:12]=2)[CH:4]=1)#[N:2].C(N(CC)CC)C.CO.[H][H], predict the reaction product. The product is: [NH2:2][CH2:1][C:3]1[N:8]=[C:7]([CH3:9])[N:6]=[C:5]([O:10][C:11]2[CH:16]=[CH:15][C:14]([CH2:17][S:18]([N:21]([CH3:29])[C:22](=[O:28])[O:23][C:24]([CH3:25])([CH3:27])[CH3:26])(=[O:20])=[O:19])=[CH:13][CH:12]=2)[CH:4]=1. (4) Given the reactants C(=O)([O-])[O-].[K+].[K+].Br[CH2:8][C:9]1[C:10]([Cl:16])=[N:11][C:12]([Cl:15])=[CH:13][CH:14]=1.[NH2:17][CH2:18][CH:19]([C:21]1[CH:26]=[CH:25][C:24]([CH3:27])=[CH:23][N:22]=1)[OH:20].C(Cl)Cl, predict the reaction product. The product is: [NH3:11].[Cl:16][C:10]1[C:9]([CH2:8][NH:17][CH2:18][CH:19]([C:21]2[CH:26]=[CH:25][C:24]([CH3:27])=[CH:23][N:22]=2)[OH:20])=[CH:14][CH:13]=[C:12]([Cl:15])[N:11]=1. (5) Given the reactants [C:1]([N:4]1[C:13]2[C:8](=[CH:9][C:10]([N:14]3[CH2:19][CH2:18][N:17](C(OC(C)(C)C)=O)[CH2:16][CH2:15]3)=[CH:11][CH:12]=2)[C@H:7]([NH:27][C:28]2[N:33]=[CH:32][CH:31]=[CH:30][N:29]=2)[C@@H:6]([CH3:34])[C@@H:5]1[CH2:35][CH3:36])(=[O:3])[CH3:2].C(O)(C(F)(F)F)=O, predict the reaction product. The product is: [CH2:35]([C@H:5]1[C@H:6]([CH3:34])[C@@H:7]([NH:27][C:28]2[N:33]=[CH:32][CH:31]=[CH:30][N:29]=2)[C:8]2[C:13](=[CH:12][CH:11]=[C:10]([N:14]3[CH2:15][CH2:16][NH:17][CH2:18][CH2:19]3)[CH:9]=2)[N:4]1[C:1](=[O:3])[CH3:2])[CH3:36]. (6) Given the reactants O=[CH:2][CH2:3][C:4]1([C:16]([O:18]C)=O)[CH2:8][CH2:7][CH2:6][N:5]1[C:9](OC(C)(C)C)=O.[Cl:20][C:21]1[CH:27]=[CH:26][CH:25]=[CH:24][C:22]=1[NH2:23].C(O[BH-](O[C:38](=O)[CH3:39])OC(=O)C)(=O)C.[Na+].[CH2:42](Cl)Cl, predict the reaction product. The product is: [Cl:20][C:21]1[CH:27]=[CH:26][CH:25]=[CH:24][C:22]=1[N:23]1[CH2:2][CH2:3][C:4]2([N:5]([CH2:9][CH:38]([CH3:39])[CH3:42])[CH2:6][CH2:7][CH2:8]2)[C:16]1=[O:18]. (7) The product is: [CH:22]([N:18]1[C:19]2[C:20](=[CH:10][CH:11]=[CH:12][CH:21]=2)[CH:40]=[C:2]([C:3]([OH:5])=[O:4])[C:35]1=[O:37])([CH3:23])[CH3:24]. Given the reactants F[C:2](F)(F)[C:3]([OH:5])=[O:4].O=S1(=O)C[CH2:12][CH:11](N)[CH2:10]1.CC[N:18]([CH:22]([CH3:24])[CH3:23])[CH:19]([CH3:21])[CH3:20].C(O[BH-](O[C:35](=[O:37])C)OC(=O)C)(=O)C.[Na+].Cl[CH2:40]Cl, predict the reaction product. (8) Given the reactants F[C:2]1[CH:7]=[CH:6][C:5]([S:8]([CH3:11])(=[O:10])=[O:9])=[CH:4][C:3]=1[C:12]([F:15])([F:14])[F:13].[Cl:16][C:17]1[CH:22]=[CH:21][C:20]([CH2:23][CH2:24][C:25]([OH:27])=[O:26])=[C:19]([OH:28])[CH:18]=1, predict the reaction product. The product is: [Cl:16][C:17]1[CH:22]=[CH:21][C:20]([CH2:23][CH2:24][C:25]([OH:27])=[O:26])=[C:19]([O:28][C:2]2[CH:7]=[CH:6][C:5]([S:8]([CH3:11])(=[O:10])=[O:9])=[CH:4][C:3]=2[C:12]([F:15])([F:14])[F:13])[CH:18]=1. (9) The product is: [CH2:12]([C:8]1[NH:9][C:10](=[O:11])[C:5]([C:3]2[N:29]=[C:28]([CH2:27][S:24]([C:20]3[S:19][CH:23]=[CH:22][CH:21]=3)(=[O:26])=[O:25])[S:30][CH:2]=2)=[CH:6][C:7]=1[C:14]([O:16][CH2:17][CH3:18])=[O:15])[CH3:13]. Given the reactants Br[CH2:2][C:3]([C:5]1[C:10](=[O:11])[NH:9][C:8]([CH2:12][CH3:13])=[C:7]([C:14]([O:16][CH2:17][CH3:18])=[O:15])[CH:6]=1)=O.[S:19]1[CH:23]=[CH:22][CH:21]=[C:20]1[S:24]([CH2:27][C:28](=[S:30])[NH2:29])(=[O:26])=[O:25], predict the reaction product.